This data is from Catalyst prediction with 721,799 reactions and 888 catalyst types from USPTO. The task is: Predict which catalyst facilitates the given reaction. (1) Reactant: [C:1]1([C:7]2[NH:11][N:10]=[C:9]([C:12]([NH:14][CH2:15][C:16]([OH:18])=O)=[O:13])[CH:8]=2)[CH:6]=[CH:5][CH:4]=[CH:3][CH:2]=1.CCN(C(C)C)C(C)C.C1C=CC2N(O)N=NC=2C=1.CCN=C=NCCCN(C)C.Cl.Cl.[Cl:51][C:52]1[CH:57]=[CH:56][CH:55]=[CH:54][C:53]=1[S:58][CH:59]1[CH2:64][CH2:63][NH:62][CH2:61][CH2:60]1. Product: [Cl:51][C:52]1[CH:57]=[CH:56][CH:55]=[CH:54][C:53]=1[S:58][CH:59]1[CH2:64][CH2:63][N:62]([C:16](=[O:18])[CH2:15][NH:14][C:12]([C:9]2[CH:8]=[C:7]([C:1]3[CH:2]=[CH:3][CH:4]=[CH:5][CH:6]=3)[NH:11][N:10]=2)=[O:13])[CH2:61][CH2:60]1. The catalyst class is: 18. (2) The catalyst class is: 4. Product: [Cl:1][C:2]1[C:3]([CH2:12][OH:13])=[N:4][C:5]([C:8]([F:11])([F:9])[F:10])=[CH:6][CH:7]=1. Reactant: [Cl:1][C:2]1[C:3]([C:12](OC)=[O:13])=[N:4][C:5]([C:8]([F:11])([F:10])[F:9])=[CH:6][CH:7]=1.CC(C[AlH]CC(C)C)C. (3) Reactant: [CH3:1][C:2]1[CH:11]=[CH:10][C:9]2[C:4](=[CH:5][CH:6]=[CH:7][C:8]=2[N:12]2[CH2:17][CH2:16][N:15]([C:18](=O)[CH2:19][C:20]3[CH:25]=[CH:24][CH:23]=[C:22]([N:26]4[CH:30]=[CH:29][CH:28]=[N:27]4)[CH:21]=3)[CH2:14][CH2:13]2)[N:3]=1.Cl. Product: [CH3:1][C:2]1[CH:11]=[CH:10][C:9]2[C:4](=[CH:5][CH:6]=[CH:7][C:8]=2[N:12]2[CH2:17][CH2:16][N:15]([CH2:18][CH2:19][C:20]3[CH:25]=[CH:24][CH:23]=[C:22]([N:26]4[CH:30]=[CH:29][CH:28]=[N:27]4)[CH:21]=3)[CH2:14][CH2:13]2)[N:3]=1. The catalyst class is: 7. (4) Reactant: [Br:1][C:2]1[CH:3]=[C:4]([CH:7]=[C:8]([Br:10])[CH:9]=1)[CH:5]=O.[C:11]1([CH:17](P(=O)(OCC)OCC)[C:18]2[CH:23]=[CH:22][CH:21]=[CH:20][CH:19]=2)[CH:16]=[CH:15][CH:14]=[CH:13][CH:12]=1.CS(C)=O.CC(C)([O-])C.[K+]. Product: [C:11]1([C:17]([C:18]2[CH:19]=[CH:20][CH:21]=[CH:22][CH:23]=2)=[CH:5][C:4]2[CH:3]=[C:2]([Br:1])[CH:9]=[C:8]([Br:10])[CH:7]=2)[CH:16]=[CH:15][CH:14]=[CH:13][CH:12]=1. The catalyst class is: 6. (5) Reactant: Cl[C:2]1[CH:7]=[CH:6][N:5]=[C:4]([C:8]2[CH:13]=[CH:12][C:11]([C:14]([F:17])([F:16])[F:15])=[CH:10][CH:9]=2)[CH:3]=1.[OH:18][C:19]1[CH:28]=[C:27]2[C:22]([CH:23]=[CH:24][CH:25]=[N:26]2)=[CH:21][CH:20]=1.CC(C)([O-])C.[K+]. Product: [F:15][C:14]([F:17])([F:16])[C:11]1[CH:12]=[CH:13][C:8]([C:4]2[CH:3]=[C:2]([O:18][C:19]3[CH:28]=[C:27]4[C:22]([CH:23]=[CH:24][CH:25]=[N:26]4)=[CH:21][CH:20]=3)[CH:7]=[CH:6][N:5]=2)=[CH:9][CH:10]=1. The catalyst class is: 60. (6) Reactant: [CH3:1][S:2]([C:5]1[NH:6][C:7]([C:16](O)=[O:17])=[C:8](C2C=CC=CC=2)[N:9]=1)(=[O:4])=[O:3].Cl.Cl.[C:21]([C:23]1[CH:24]=[C:25]([N:29]2[CH2:34][CH2:33][NH:32][CH2:31][CH2:30]2)[CH:26]=[CH:27][CH:28]=1)#[N:22].Cl.CN(C)CCCN=C=NCC.O.ON1[C:53]2[CH:54]=[CH:55][CH:56]=[CH:57][C:52]=2N=N1. Product: [CH3:1][S:2]([C:5]1[NH:9][CH2:8][C:7]([C:52]2[CH:57]=[CH:56][CH:55]=[CH:54][CH:53]=2)([C:16]([N:32]2[CH2:33][CH2:34][N:29]([C:25]3[CH:24]=[C:23]([CH:28]=[CH:27][CH:26]=3)[C:21]#[N:22])[CH2:30][CH2:31]2)=[O:17])[N:6]=1)(=[O:3])=[O:4]. The catalyst class is: 236. (7) Reactant: [CH2:1]([C@H:8]1[CH2:12][O:11][C:10](=[O:13])[NH:9]1)[C:2]1[CH:7]=[CH:6][CH:5]=[CH:4][CH:3]=1.C([Li])CCC.[O:19]1[CH2:24][CH2:23][CH2:22][CH2:21][CH:20]1[C:25](Cl)=[O:26].[NH4+].[Cl-]. Product: [CH2:1]([C@H:8]1[CH2:12][O:11][C:10](=[O:13])[N:9]1[C:25]([C@@H:20]1[CH2:21][CH2:22][CH2:23][CH2:24][O:19]1)=[O:26])[C:2]1[CH:3]=[CH:4][CH:5]=[CH:6][CH:7]=1.[CH2:1]([C@H:8]1[CH2:12][O:11][C:10](=[O:13])[N:9]1[C:25]([C@H:20]1[CH2:21][CH2:22][CH2:23][CH2:24][O:19]1)=[O:26])[C:2]1[CH:3]=[CH:4][CH:5]=[CH:6][CH:7]=1. The catalyst class is: 1.